Dataset: NCI-60 drug combinations with 297,098 pairs across 59 cell lines. Task: Regression. Given two drug SMILES strings and cell line genomic features, predict the synergy score measuring deviation from expected non-interaction effect. (1) Drug 1: C1CCC(CC1)NC(=O)N(CCCl)N=O. Drug 2: CC1CCC2CC(C(=CC=CC=CC(CC(C(=O)C(C(C(=CC(C(=O)CC(OC(=O)C3CCCCN3C(=O)C(=O)C1(O2)O)C(C)CC4CCC(C(C4)OC)OCCO)C)C)O)OC)C)C)C)OC. Cell line: OVCAR-8. Synergy scores: CSS=24.2, Synergy_ZIP=-10.3, Synergy_Bliss=-6.90, Synergy_Loewe=-4.09, Synergy_HSA=-2.81. (2) Drug 1: C#CCC(CC1=CN=C2C(=N1)C(=NC(=N2)N)N)C3=CC=C(C=C3)C(=O)NC(CCC(=O)O)C(=O)O. Cell line: OVCAR3. Drug 2: CC(C)NC(=O)C1=CC=C(C=C1)CNNC.Cl. Synergy scores: CSS=0.187, Synergy_ZIP=-1.16, Synergy_Bliss=-5.47, Synergy_Loewe=-6.75, Synergy_HSA=-7.53. (3) Drug 1: CCC1=CC2CC(C3=C(CN(C2)C1)C4=CC=CC=C4N3)(C5=C(C=C6C(=C5)C78CCN9C7C(C=CC9)(C(C(C8N6C)(C(=O)OC)O)OC(=O)C)CC)OC)C(=O)OC.C(C(C(=O)O)O)(C(=O)O)O. Drug 2: CN(C(=O)NC(C=O)C(C(C(CO)O)O)O)N=O. Cell line: NCI-H226. Synergy scores: CSS=31.4, Synergy_ZIP=-0.781, Synergy_Bliss=-1.07, Synergy_Loewe=-28.6, Synergy_HSA=-0.941. (4) Cell line: MCF7. Drug 1: C1=CC(=CC=C1CC(C(=O)O)N)N(CCCl)CCCl.Cl. Drug 2: CC(C)(C#N)C1=CC(=CC(=C1)CN2C=NC=N2)C(C)(C)C#N. Synergy scores: CSS=17.2, Synergy_ZIP=-7.19, Synergy_Bliss=2.36, Synergy_Loewe=2.55, Synergy_HSA=2.71. (5) Drug 1: CS(=O)(=O)CCNCC1=CC=C(O1)C2=CC3=C(C=C2)N=CN=C3NC4=CC(=C(C=C4)OCC5=CC(=CC=C5)F)Cl. Drug 2: CN(CC1=CN=C2C(=N1)C(=NC(=N2)N)N)C3=CC=C(C=C3)C(=O)NC(CCC(=O)O)C(=O)O. Cell line: HL-60(TB). Synergy scores: CSS=52.5, Synergy_ZIP=-0.509, Synergy_Bliss=-2.14, Synergy_Loewe=-24.5, Synergy_HSA=-1.70. (6) Drug 1: C1CC(=O)NC(=O)C1N2C(=O)C3=CC=CC=C3C2=O. Drug 2: CCC1(C2=C(COC1=O)C(=O)N3CC4=CC5=C(C=CC(=C5CN(C)C)O)N=C4C3=C2)O.Cl. Cell line: HS 578T. Synergy scores: CSS=-19.2, Synergy_ZIP=2.54, Synergy_Bliss=-17.5, Synergy_Loewe=-11.2, Synergy_HSA=-26.5. (7) Synergy scores: CSS=82.5, Synergy_ZIP=6.38, Synergy_Bliss=5.69, Synergy_Loewe=2.28, Synergy_HSA=8.33. Cell line: HT29. Drug 2: CC(C)(C1=NC(=CC=C1)N2C3=NC(=NC=C3C(=O)N2CC=C)NC4=CC=C(C=C4)N5CCN(CC5)C)O. Drug 1: CC1=C2C(C(=O)C3(C(CC4C(C3C(C(C2(C)C)(CC1OC(=O)C(C(C5=CC=CC=C5)NC(=O)C6=CC=CC=C6)O)O)OC(=O)C7=CC=CC=C7)(CO4)OC(=O)C)O)C)OC(=O)C.